From a dataset of Blood-brain barrier penetration binary classification data from Martins et al.. Regression/Classification. Given a drug SMILES string, predict its absorption, distribution, metabolism, or excretion properties. Task type varies by dataset: regression for continuous measurements (e.g., permeability, clearance, half-life) or binary classification for categorical outcomes (e.g., BBB penetration, CYP inhibition). Dataset: bbb_martins. (1) The molecule is CN1[C@H]2CC[C@@H]1CC(NC(=O)c1cn(C3CCCCC3)c3ccccc3c1=O)C2. The result is 1 (penetrates BBB). (2) The compound is CC(C)N1CCC(N(C(=O)Cc2ccccc2)c2ccc(Cl)cc2)CC1. The result is 1 (penetrates BBB). (3) The drug is COc1cc(/C=C/C(N)=O)cc(OC)c1OC. The result is 1 (penetrates BBB). (4) The compound is CC(C)NC(=O)OC1CCN(CCCC(=O)c2ccc(F)cc2)CC1. The result is 1 (penetrates BBB). (5) The drug is CC1CC(OC(=O)C2CCC(=O)N2)CC(C)(C)C1. The result is 1 (penetrates BBB). (6) The drug is CN(C)CC(=O)C=C1c2ccccc2CCc2ccccc21. The result is 1 (penetrates BBB). (7) The drug is CCn1ccc(=O)c(O)c1C. The result is 1 (penetrates BBB). (8) The compound is Cc1oc(=O)oc1COC(=O)[C@@H]1N2C(=O)[C@@H](NC(=O)[C@H](N)c3ccccc3)[C@H]2SC1(C)C. The result is 0 (does not penetrate BBB). (9) The drug is CC(=O)O[C@@H](C)C(=O)[C@@]1(O)CC[C@H]2[C@@H]3CCC4=CC(=O)C=C[C@]4(C)[C@@]3(F)[C@@H](O)C[C@@]21C. The result is 1 (penetrates BBB). (10) The drug is CC(C)NNC(=O)COc1ccc(Cl)cc1. The result is 1 (penetrates BBB).